This data is from Reaction yield outcomes from USPTO patents with 853,638 reactions. The task is: Predict the reaction yield, written as a fraction of the theoretical maximum amount of product (1.0 means a 100% yield; for example, 0.34 means a 34% yield). The reactants are [OH:1][N:2]=[C:3](Cl)[C:4]1[C:8]([NH:9][CH2:10][CH2:11][O:12][CH3:13])=[N:7][O:6][N:5]=1.[F:15][C:16]([F:26])([F:25])[C:17]1[CH:18]=[C:19]([CH:21]=[CH:22][C:23]=1[F:24])[NH2:20]. No catalyst specified. The product is [F:24][C:23]1[CH:22]=[CH:21][C:19]([NH:20][C:3]([C:4]2[C:8]([NH:9][CH2:10][CH2:11][O:12][CH3:13])=[N:7][O:6][N:5]=2)=[N:2][OH:1])=[CH:18][C:17]=1[C:16]([F:15])([F:25])[F:26]. The yield is 1.00.